From a dataset of Reaction yield outcomes from USPTO patents with 853,638 reactions. Predict the reaction yield, written as a fraction of the theoretical maximum amount of product (1.0 means a 100% yield; for example, 0.34 means a 34% yield). (1) The reactants are [C:1]([O:5][C:6]([O:8]C(OC(C)(C)C)=O)=O)([CH3:4])([CH3:3])[CH3:2].[CH3:16][NH2:17]. The catalyst is C1COCC1. The product is [C:1]([O:5][C:6](=[O:8])[NH:17][CH3:16])([CH3:4])([CH3:3])[CH3:2]. The yield is 0.650. (2) The reactants are Cl[CH2:2][CH2:3][CH2:4][CH2:5][N:6]1[C:10]2[CH:11]=[CH:12][CH:13]=[CH:14][C:9]=2[N:8]=[CH:7]1.[N:15]1[CH:20]=[CH:19][C:18]([N:21]2[CH2:26][CH2:25][NH:24][CH2:23][CH2:22]2)=[CH:17][CH:16]=1.C(N(C(C)C)CC)(C)C.[I-].[K+]. The catalyst is C(#N)C. The product is [N:15]1[CH:20]=[CH:19][C:18]([N:21]2[CH2:22][CH2:23][N:24]([CH2:2][CH2:3][CH2:4][CH2:5][N:6]3[C:10]4[CH:11]=[CH:12][CH:13]=[CH:14][C:9]=4[N:8]=[CH:7]3)[CH2:25][CH2:26]2)=[CH:17][CH:16]=1. The yield is 0.621. (3) The reactants are [CH3:1][C:2]1[O:6][N:5]=[C:4]([C:7]2[CH:12]=[CH:11][CH:10]=[CH:9][CH:8]=2)[C:3]=1[CH2:13][O:14][C:15]1[CH:23]=[CH:22][C:18]([C:19]([OH:21])=O)=[CH:17][N:16]=1.[CH2:24]([NH2:26])[CH3:25]. No catalyst specified. The product is [CH2:24]([NH:26][C:19](=[O:21])[C:18]1[CH:22]=[CH:23][C:15]([O:14][CH2:13][C:3]2[C:4]([C:7]3[CH:8]=[CH:9][CH:10]=[CH:11][CH:12]=3)=[N:5][O:6][C:2]=2[CH3:1])=[N:16][CH:17]=1)[CH3:25]. The yield is 0.830. (4) The reactants are [Br:1][C:2]1[CH:3]=[CH:4][C:5]([NH2:9])=[N:6][C:7]=1[CH3:8].[C:10]1([CH3:20])[CH:15]=[CH:14][C:13]([S:16](Cl)(=[O:18])=[O:17])=[CH:12][CH:11]=1.O. The catalyst is N1C=CC=CC=1. The product is [Br:1][C:2]1[CH:3]=[CH:4][C:5]([NH:9][S:16]([C:13]2[CH:14]=[CH:15][C:10]([CH3:20])=[CH:11][CH:12]=2)(=[O:18])=[O:17])=[N:6][C:7]=1[CH3:8]. The yield is 0.490. (5) The reactants are [CH:1]([N:4]1[C:8]([C:9]2[N:18]=[C:17]3[N:11]([CH2:12][CH2:13][O:14][C:15]4[CH:22]=[C:21]([OH:23])[N:20]=[CH:19][C:16]=43)[CH:10]=2)=[N:7][CH:6]=[N:5]1)([CH3:3])[CH3:2].O[C:25]([CH3:32])([CH3:31])[C:26]([O:28][CH2:29][CH3:30])=[O:27].CO. The catalyst is C(Cl)Cl. The product is [CH2:29]([O:28][C:26](=[O:27])[C:25]([O:23][C:21]1[N:20]=[CH:19][C:16]2[C:17]3[N:11]([CH2:12][CH2:13][O:14][C:15]=2[CH:22]=1)[CH:10]=[C:9]([C:8]1[N:4]([CH:1]([CH3:3])[CH3:2])[N:5]=[CH:6][N:7]=1)[N:18]=3)([CH3:32])[CH3:31])[CH3:30]. The yield is 0.400. (6) The reactants are [Br:1][C:2]1[C:3]([O:9][CH3:10])=[CH:4][C:5]([OH:8])=[N:6][CH:7]=1.[F:11][C:12]([F:17])(Cl)C([O-])=O.[Na+].C([O-])([O-])=O.[Cs+].[Cs+]. The catalyst is CN(C=O)C. The product is [Br:1][C:2]1[C:3]([O:9][CH3:10])=[CH:4][C:5]([O:8][CH:12]([F:17])[F:11])=[N:6][CH:7]=1. The yield is 0.460. (7) The reactants are [F:1][CH:2]([F:17])[C:3]1([C:9]2[CH:14]=[CH:13][CH:12]=[C:11]([F:15])[C:10]=2[CH3:16])[CH:8]2[CH:6]([CH2:7]2)[O:5][NH:4]1.FC(F)(F)C(O)=O. The catalyst is C(O)(=O)C.[Zn]. The product is [NH2:4][C:3]([CH:8]1[CH2:7][CH:6]1[OH:5])([C:9]1[CH:14]=[CH:13][CH:12]=[C:11]([F:15])[C:10]=1[CH3:16])[CH:2]([F:1])[F:17]. The yield is 0.747.